Dataset: Forward reaction prediction with 1.9M reactions from USPTO patents (1976-2016). Task: Predict the product of the given reaction. (1) Given the reactants [Cl:1][C:2]1[CH:3]=[C:4](N=C=O)[CH:5]=[CH:6][CH:7]=1.[CH2:11]([CH:18]1[CH2:23][CH2:22][NH:21][CH2:20][CH2:19]1)[C:12]1[CH:17]=[CH:16][CH:15]=[CH:14][CH:13]=1.C[CH2:25][O:26]CC, predict the reaction product. The product is: [CH2:11]([CH:18]1[CH2:23][CH2:22][N:21]([C:25]([C:4]2[CH:5]=[CH:6][CH:7]=[C:2]([Cl:1])[CH:3]=2)=[O:26])[CH2:20][CH2:19]1)[C:12]1[CH:17]=[CH:16][CH:15]=[CH:14][CH:13]=1. (2) Given the reactants C1(P(C2C=CC=CC=2)C2C=CC=CC=2)C=CC=CC=1.BrN1C(=O)CCC1=O.[Cl:28][C:29]1[CH:30]=[C:31]([C@@H:39]([CH2:49][CH:50]2[CH2:54][CH2:53][CH2:52][CH2:51]2)[C:40]([NH:42][C:43]2[CH:47]=[CH:46][N:45]([CH3:48])[N:44]=2)=[O:41])[CH:32]=[CH:33][C:34]=1[S:35]([CH3:38])(=[O:37])=[O:36].[C:55]([O:59][C:60](=[O:68])CN1C=CC(N)=N1)([CH3:58])([CH3:57])[CH3:56].N1C=CC=CC=1, predict the reaction product. The product is: [C:55]([O:59][C:60](=[O:68])[CH2:48][N:45]1[CH:46]=[CH:47][C:43]([NH:42][C:40](=[O:41])[C@@H:39]([C:31]2[CH:32]=[CH:33][C:34]([S:35]([CH3:38])(=[O:37])=[O:36])=[C:29]([Cl:28])[CH:30]=2)[CH2:49][CH:50]2[CH2:51][CH2:52][CH2:53][CH2:54]2)=[N:44]1)([CH3:58])([CH3:57])[CH3:56]. (3) Given the reactants [OH:1][C:2]1[CH:7]=[CH:6][CH:5]=[CH:4][C:3]=1[CH2:8][CH2:9][NH:10][S:11]([CH3:14])(=[O:13])=[O:12].N[C@H](C(O)=O)CC1C=C2C(C=CC=C2)=CC=1.C([O-])([O-])=O.[K+].[K+].Br[CH2:38][C:39]([O:41][CH2:42][CH3:43])=[O:40], predict the reaction product. The product is: [CH2:42]([O:41][C:39](=[O:40])[CH2:38][O:1][C:2]1[CH:7]=[CH:6][CH:5]=[CH:4][C:3]=1[CH2:8][CH2:9][NH:10][S:11]([CH3:14])(=[O:13])=[O:12])[CH3:43]. (4) Given the reactants [Br:1][C:2]1[CH:3]=[C:4]2[C:9](=[CH:10][CH:11]=1)[N:8]=[C:7]([O:12][CH3:13])[C:6]([CH:14](Br)[C:15]1[CH:20]=[CH:19][CH:18]=[CH:17][CH:16]=1)=[CH:5]2.[NH:22]1[CH:26]=[CH:25][N:24]=[CH:23]1.C(=O)([O-])[O-].[K+].[K+], predict the reaction product. The product is: [Br:1][C:2]1[CH:3]=[C:4]2[C:9](=[CH:10][CH:11]=1)[N:8]=[C:7]([O:12][CH3:13])[C:6]([CH:14]([N:22]1[CH:26]=[CH:25][N:24]=[CH:23]1)[C:15]1[CH:20]=[CH:19][CH:18]=[CH:17][CH:16]=1)=[CH:5]2. (5) Given the reactants [Cl:1][C:2]1[C:3]([O:12][C:13]2[CH:18]=[C:17]([O:19][CH2:20][CH2:21][O:22][CH3:23])[CH:16]=[CH:15][C:14]=2[CH2:24][C:25]([CH3:31])([CH3:30])[C:26]([O:28]C)=[O:27])=[N:4][CH:5]=[C:6]([C:8]([F:11])([F:10])[F:9])[CH:7]=1.S(=O)(=O)(O)O.C(O)(=O)C.O, predict the reaction product. The product is: [Cl:1][C:2]1[C:3]([O:12][C:13]2[CH:18]=[C:17]([O:19][CH2:20][CH2:21][O:22][CH3:23])[CH:16]=[CH:15][C:14]=2[CH2:24][C:25]([CH3:31])([CH3:30])[C:26]([OH:28])=[O:27])=[N:4][CH:5]=[C:6]([C:8]([F:9])([F:11])[F:10])[CH:7]=1. (6) Given the reactants [Cl:1][C:2]1[N:10]=[C:9]2[C:5]([N:6]=[CH:7][NH:8]2)=[C:4]([N:11]2[CH:16]3[CH2:17][CH2:18][CH:12]2[CH2:13][O:14][CH2:15]3)[N:3]=1.CI.[C:21]([O-])([O-])=O.[K+].[K+], predict the reaction product. The product is: [Cl:1][C:2]1[N:10]=[C:9]2[C:5]([N:6]=[CH:7][N:8]2[CH3:21])=[C:4]([N:11]2[CH:12]3[CH2:18][CH2:17][CH:16]2[CH2:15][O:14][CH2:13]3)[N:3]=1.